Dataset: Catalyst prediction with 721,799 reactions and 888 catalyst types from USPTO. Task: Predict which catalyst facilitates the given reaction. (1) Reactant: [Cl:1][C:2]1[CH:7]=[CH:6][C:5]([O:8][CH3:9])=[CH:4][N:3]=1.C1C=C(Cl)C=C(C(OO)=[O:18])C=1. Product: [Cl:1][C:2]1[CH:7]=[CH:6][C:5]([O:8][CH3:9])=[CH:4][N+:3]=1[O-:18]. The catalyst class is: 2. (2) Reactant: [ClH:1].[F:2][C:3]([F:42])([F:41])[C:4]1[N:8]2[N:9]=[C:10]([N:13]3[CH2:18][CH2:17][CH:16]([C:19]4[CH:40]=[CH:39][C:22]([O:23][CH2:24][CH2:25][N:26]5[CH2:31][CH2:30][N:29](C(OC(C)(C)C)=O)[CH2:28][CH2:27]5)=[CH:21][CH:20]=4)[CH2:15][CH2:14]3)[CH:11]=[CH:12][C:7]2=[N:6][N:5]=1. Product: [ClH:1].[ClH:1].[ClH:1].[N:26]1([CH2:25][CH2:24][O:23][C:22]2[CH:21]=[CH:20][C:19]([CH:16]3[CH2:17][CH2:18][N:13]([C:10]4[CH:11]=[CH:12][C:7]5[N:8]([C:4]([C:3]([F:41])([F:42])[F:2])=[N:5][N:6]=5)[N:9]=4)[CH2:14][CH2:15]3)=[CH:40][CH:39]=2)[CH2:27][CH2:28][NH:29][CH2:30][CH2:31]1. The catalyst class is: 12. (3) Reactant: [Cl:1][C:2]1[C:7]([C:8]2[CH:13]=[CH:12][CH:11]=[CH:10][CH:9]=2)=[N:6][N:5]=[C:4]2[N:14]([CH2:23][C:24](O)=[O:25])[N:15]=[C:16]([C:17]3[CH:22]=[CH:21][CH:20]=[CH:19][CH:18]=3)[C:3]=12.[CH3:27][N:28]1[CH2:33][C@H:32]2[CH2:34][C@@H:29]1[CH2:30][NH:31]2.C(N(C(C)C)CC)(C)C.F[P-](F)(F)(F)(F)F.N1(OC(N(C)C)=[N+](C)C)C2N=CC=CC=2N=N1. Product: [Cl:1][C:2]1[C:7]([C:8]2[CH:9]=[CH:10][CH:11]=[CH:12][CH:13]=2)=[N:6][N:5]=[C:4]2[N:14]([CH2:23][C:24]([N:31]3[CH2:30][C@H:29]4[CH2:34][C@@H:32]3[CH2:33][N:28]4[CH3:27])=[O:25])[N:15]=[C:16]([C:17]3[CH:18]=[CH:19][CH:20]=[CH:21][CH:22]=3)[C:3]=12. The catalyst class is: 31. (4) Reactant: [CH2:1]([C:3]1[C:4]([C:11]([O:13][CH3:14])=[O:12])=[C:5]([CH:9]=[O:10])[NH:6][C:7]=1I)[CH3:2].[O-]P([O-])([O-])=O.[K+].[K+].[K+].[F:23][C:24]1[CH:29]=[CH:28][C:27](B(O)O)=[CH:26][CH:25]=1. Product: [F:23][C:24]1[CH:29]=[CH:28][C:27]([C:7]2[NH:6][C:5]([CH:9]=[O:10])=[C:4]([C:11]([O:13][CH3:14])=[O:12])[C:3]=2[CH2:1][CH3:2])=[CH:26][CH:25]=1. The catalyst class is: 564.